Task: Predict the reaction yield, written as a fraction of the theoretical maximum amount of product (1.0 means a 100% yield; for example, 0.34 means a 34% yield).. Dataset: Reaction yield outcomes from USPTO patents with 853,638 reactions (1) The reactants are [OH-:1].[Na+].S(O)(O)(=O)=O.[NH2:8]O.[Cl:10][C:11]1[CH:12]=[C:13]([C:21]([C:39]([F:42])([F:41])[F:40])=[CH:22][C:23]([C:25]2[C:34]3[C:29](=[CH:30][CH:31]=[CH:32][CH:33]=3)[C:28]([C:35]([O:37][CH3:38])=[O:36])=[CH:27][CH:26]=2)=O)[CH:14]=[C:15]([C:17]([F:20])([F:19])[F:18])[CH:16]=1. The catalyst is O.O1CCCC1. The product is [Cl:10][C:11]1[CH:12]=[C:13]([C:21]2([C:39]([F:41])([F:40])[F:42])[O:1][N:8]=[C:23]([C:25]3[C:34]4[C:29](=[CH:30][CH:31]=[CH:32][CH:33]=4)[C:28]([C:35]([O:37][CH3:38])=[O:36])=[CH:27][CH:26]=3)[CH2:22]2)[CH:14]=[C:15]([C:17]([F:18])([F:20])[F:19])[CH:16]=1. The yield is 0.760. (2) The reactants are C([N:8]1[CH2:12][CH:11]([CH3:13])[CH:10]([N:14]([C:16]([O:18][C:19]([CH3:22])([CH3:21])[CH3:20])=[O:17])[CH3:15])[CH2:9]1)C1C=CC=CC=1. The catalyst is CCO.[OH-].[OH-].[Pd+2]. The product is [CH3:15][N:14]([C:16]([O:18][C:19]([CH3:20])([CH3:22])[CH3:21])=[O:17])[CH:10]1[CH:11]([CH3:13])[CH2:12][NH:8][CH2:9]1. The yield is 0.800. (3) The reactants are Cl[C:2]1[CH:7]=[C:6]([O:8][CH3:9])[CH:5]=[CH:4][N:3]=1.[Br-:10].[CH:11]1([Zn+])[CH2:13][CH2:12]1.C([O-])(O)=O.[Na+]. The catalyst is C1COCC1.C1C=CC([P]([Pd]([P](C2C=CC=CC=2)(C2C=CC=CC=2)C2C=CC=CC=2)([P](C2C=CC=CC=2)(C2C=CC=CC=2)C2C=CC=CC=2)[P](C2C=CC=CC=2)(C2C=CC=CC=2)C2C=CC=CC=2)(C2C=CC=CC=2)C2C=CC=CC=2)=CC=1. The product is [Br:10][C:5]1[C:6]([O:8][CH3:9])=[CH:7][C:2]([CH:11]2[CH2:13][CH2:12]2)=[N:3][CH:4]=1. The yield is 0.830.